This data is from Reaction yield outcomes from USPTO patents with 853,638 reactions. The task is: Predict the reaction yield, written as a fraction of the theoretical maximum amount of product (1.0 means a 100% yield; for example, 0.34 means a 34% yield). (1) The reactants are [CH2:1]([O:4][CH2:5][C:6]([CH3:9])([OH:8])[CH3:7])[CH:2]=[CH2:3].C1C=C(Cl)C=C(C(OO)=[O:18])C=1.C([O-])(O)=O.[Na+].[O-]S([O-])(=S)=O.[Na+].[Na+]. The catalyst is C(Cl)Cl. The product is [CH3:7][C:6]([OH:8])([CH3:9])[CH2:5][O:4][CH2:1][CH:2]1[CH2:3][O:18]1. The yield is 0.370. (2) The reactants are [C:1]([O:5][C:6]([N:8]1[C:16]2[C:11](=[CH:12][C:13]([N:17]3[CH2:22][CH2:21][N:20]([CH2:23][CH2:24][O:25][Si](C(C)(C)C)(C)C)[CH2:19][CH2:18]3)=[CH:14][CH:15]=2)[CH:10]=[CH:9]1)=[O:7])([CH3:4])([CH3:3])[CH3:2]. The catalyst is C1COCC1. The product is [C:1]([O:5][C:6]([N:8]1[C:16]2[C:11](=[CH:12][C:13]([N:17]3[CH2:22][CH2:21][N:20]([CH2:23][CH2:24][OH:25])[CH2:19][CH2:18]3)=[CH:14][CH:15]=2)[CH:10]=[CH:9]1)=[O:7])([CH3:4])([CH3:3])[CH3:2]. The yield is 0.990. (3) The reactants are [C:1]([O:5][C:6]([N:8]([C:13]1[CH:14]=[C:15]([C:21]2[CH:22]=[C:23]3[C:29](I)=[CH:28][N:27]([C:31]([O:33][C:34]([CH3:37])([CH3:36])[CH3:35])=[O:32])[C:24]3=[N:25][CH:26]=2)[CH:16]=N[C:18]=1[O:19][CH3:20])[S:9]([CH3:12])(=[O:11])=[O:10])=[O:7])([CH3:4])([CH3:3])[CH3:2].CC1(C)C(C)(C)OB([C:46]2[CH:47]=[N:48][N:49]([CH2:51][C:52]3[CH:53]=[N:54][CH:55]=[CH:56][CH:57]=3)[CH:50]=2)O1.[C:59](=O)([O-])[O-].[Na+].[Na+]. The catalyst is C1(C)C=CC=CC=1.C(O)C.O.Cl[Pd](Cl)([P](C1C=CC=CC=1)(C1C=CC=CC=1)C1C=CC=CC=1)[P](C1C=CC=CC=1)(C1C=CC=CC=1)C1C=CC=CC=1. The product is [C:1]([O:5][C:6]([N:8]([C:13]1[CH:14]=[C:15]([C:21]2[CH:22]=[C:23]3[C:29]([C:46]4[CH:47]=[N:48][N:49]([CH2:51][C:52]5[CH:53]=[N:54][CH:55]=[CH:56][CH:57]=5)[CH:50]=4)=[CH:28][N:27]([C:31]([O:33][C:34]([CH3:35])([CH3:37])[CH3:36])=[O:32])[C:24]3=[N:25][CH:26]=2)[CH:16]=[CH:59][C:18]=1[O:19][CH3:20])[S:9]([CH3:12])(=[O:11])=[O:10])=[O:7])([CH3:2])([CH3:4])[CH3:3]. The yield is 0.380. (4) The reactants are CN(C=O)C.C(Cl)(=O)C(Cl)=O.[OH:12][C:13]1[C:18](=[O:19])[CH:17]=[CH:16][N:15]([CH3:20])[C:14]=1[CH:21](O)[C:22]([F:25])([F:24])[F:23].CCN(CC)CC.[CH3:34][NH:35][CH2:36][C:37]#[CH:38]. The catalyst is C(#N)C. The product is [OH:12][C:13]1[C:18](=[O:19])[CH:17]=[CH:16][N:15]([CH3:20])[C:14]=1[CH:21]([N:35]([CH3:34])[CH2:36][C:37]#[CH:38])[C:22]([F:25])([F:24])[F:23]. The yield is 0.464. (5) The reactants are [CH3:1][O:2][C:3]1[CH:19]=[CH:18][C:17]2[C:8]3=[CH:9][CH:10]=[C:11]4[C:16]([N:15]=[CH:14][CH:13]=[CH:12]4)=[C:7]3[C:6](=O)[C:5]=2[CH:4]=1.[NH2:21][OH:22].Cl. The catalyst is C(OC(O)C)C. The product is [CH3:1][O:2][C:3]1[CH:4]=[CH:5][C:6]2[C:7]3[CH:16]=[N:15][C:14]4[C:9]([C:8]=3[C:17](=[N:21][OH:22])[C:18]=2[CH:19]=1)=[CH:10][CH:11]=[CH:12][CH:13]=4. The yield is 0.730.